From a dataset of Forward reaction prediction with 1.9M reactions from USPTO patents (1976-2016). Predict the product of the given reaction. (1) Given the reactants [NH2:1][CH2:2][CH2:3][NH:4][C:5]([C:7]1[N:15]=[C:14]2[C:10]([N:11]=[CH:12][N:13]2[C@H:16]2[C@H:20]([OH:21])[C@H:19]([OH:22])[C@@H:18]([C:23]([NH:25][CH2:26][CH3:27])=[O:24])[O:17]2)=[C:9]([NH:28][CH2:29][CH:30]([C:37]2[CH:42]=[CH:41][CH:40]=[CH:39][CH:38]=2)[C:31]2[CH:36]=[CH:35][CH:34]=[CH:33][CH:32]=2)[N:8]=1)=[O:6].[N:43]1[CH:48]=[CH:47][CH:46]=[CH:45][C:44]=1[N:49]1[CH2:54][CH2:53][CH:52]([NH:55][C:56](N2C=CN=C2)=[O:57])[CH2:51][CH2:50]1, predict the reaction product. The product is: [C:31]1([CH:30]([C:37]2[CH:42]=[CH:41][CH:40]=[CH:39][CH:38]=2)[CH2:29][NH:28][C:9]2[N:8]=[C:7]([C:5]([NH:4][CH2:3][CH2:2][NH:1][C:56]([NH:55][CH:52]3[CH2:51][CH2:50][N:49]([C:44]4[CH:45]=[CH:46][CH:47]=[CH:48][N:43]=4)[CH2:54][CH2:53]3)=[O:57])=[O:6])[N:15]=[C:14]3[C:10]=2[N:11]=[CH:12][N:13]3[C@H:16]2[C@H:20]([OH:21])[C@H:19]([OH:22])[C@@H:18]([C:23]([NH:25][CH2:26][CH3:27])=[O:24])[O:17]2)[CH:36]=[CH:35][CH:34]=[CH:33][CH:32]=1. (2) Given the reactants [OH:1][C:2]1[CH:27]=[CH:26][C:5]([O:6][C:7]2[C:8]([CH3:25])=[CH:9][C:10]([NH:16][C:17](=[O:24])[CH2:18][C:19]([O:21]CC)=[O:20])=[C:11]3[C:15]=2[CH2:14][CH2:13][CH2:12]3)=[CH:4][C:3]=1[CH2:28][CH:29]1[CH2:34][CH2:33][O:32][CH2:31][CH2:30]1.[OH-].[Na+], predict the reaction product. The product is: [OH:1][C:2]1[CH:27]=[CH:26][C:5]([O:6][C:7]2[C:8]([CH3:25])=[CH:9][C:10]([NH:16][C:17](=[O:24])[CH2:18][C:19]([OH:21])=[O:20])=[C:11]3[C:15]=2[CH2:14][CH2:13][CH2:12]3)=[CH:4][C:3]=1[CH2:28][CH:29]1[CH2:34][CH2:33][O:32][CH2:31][CH2:30]1. (3) Given the reactants [CH:1]1([O:6][C:7]2[CH:15]=[CH:14][C:13]([S:16](=[O:20])(=[O:19])[NH:17][CH3:18])=[CH:12][C:8]=2[C:9]([OH:11])=O)[CH2:5][CH2:4][CH2:3][CH2:2]1.[F:21][C:22]([F:36])([F:35])[C:23]1[CH:34]=[CH:33][C:26]([O:27][CH:28]2[CH2:32][CH2:31][NH:30][CH2:29]2)=[CH:25][CH:24]=1, predict the reaction product. The product is: [CH:1]1([O:6][C:7]2[CH:15]=[CH:14][C:13]([S:16]([NH:17][CH3:18])(=[O:20])=[O:19])=[CH:12][C:8]=2[C:9]([N:30]2[CH2:31][CH2:32][CH:28]([O:27][C:26]3[CH:25]=[CH:24][C:23]([C:22]([F:21])([F:36])[F:35])=[CH:34][CH:33]=3)[CH2:29]2)=[O:11])[CH2:2][CH2:3][CH2:4][CH2:5]1. (4) Given the reactants [C:1]([O:5][C:6]([N:8]1[C:16]2[C:11](=[C:12]([F:18])[C:13]([OH:17])=[CH:14][CH:15]=2)[CH2:10][CH2:9]1)=[O:7])([CH3:4])([CH3:3])[CH3:2].[C:19]1([C:25]2[CH:26]=[C:27]([CH2:34]Cl)[S:28][C:29]=2[C:30]([F:33])([F:32])[F:31])[CH:24]=[CH:23][CH:22]=[CH:21][CH:20]=1.C(=O)([O-])[O-].[K+].[K+], predict the reaction product. The product is: [C:1]([O:5][C:6]([N:8]1[C:16]2[C:11](=[C:12]([F:18])[C:13]([O:17][CH2:34][C:27]3[S:28][C:29]([C:30]([F:32])([F:31])[F:33])=[C:25]([C:19]4[CH:24]=[CH:23][CH:22]=[CH:21][CH:20]=4)[CH:26]=3)=[CH:14][CH:15]=2)[CH2:10][CH2:9]1)=[O:7])([CH3:4])([CH3:2])[CH3:3]. (5) Given the reactants Br[C:2]1[CH:3]=[C:4]2[C:9](=[CH:10][CH:11]=1)[N:8]=[CH:7][C:6]([C:12](=[O:16])[CH:13]([CH3:15])[CH3:14])=[C:5]2[NH:17][C@H:18]1[CH2:23][CH2:22][C@H:21]([NH:24][C:25](=[O:31])[O:26][C:27]([CH3:30])([CH3:29])[CH3:28])[CH2:20][CH2:19]1.[N:32]1[CH:37]=[CH:36][C:35](B(O)O)=[CH:34][CH:33]=1, predict the reaction product. The product is: [CH:13]1([C:12]([C:6]2[CH:7]=[N:8][C:9]3[C:4]([C:5]=2[NH:17][C@H:18]2[CH2:23][CH2:22][C@H:21]([NH:24][C:25](=[O:31])[O:26][C:27]([CH3:28])([CH3:30])[CH3:29])[CH2:20][CH2:19]2)=[CH:3][C:2]([C:35]2[CH:36]=[CH:37][N:32]=[CH:33][CH:34]=2)=[CH:11][CH:10]=3)=[O:16])[CH2:14][CH2:15]1.